Dataset: Reaction yield outcomes from USPTO patents with 853,638 reactions. Task: Predict the reaction yield, written as a fraction of the theoretical maximum amount of product (1.0 means a 100% yield; for example, 0.34 means a 34% yield). (1) The reactants are [Cl:1][C:2]1[C:3]([F:12])=[CH:4][C:5]([OH:11])=[C:6]([C:8](=[O:10])[CH3:9])[CH:7]=1.C(O)(=O)C.[Br:17]N1C(=O)CCC1=O. No catalyst specified. The product is [Br:17][C:4]1[C:5]([OH:11])=[C:6]([C:8](=[O:10])[CH3:9])[CH:7]=[C:2]([Cl:1])[C:3]=1[F:12]. The yield is 0.930. (2) The reactants are N[C:2]1[S:11][C:10]2[C:9](=[O:12])[C:8]3[CH:13]=[CH:14][CH:15]=[CH:16][C:7]=3[CH2:6][CH2:5][C:4]=2[N:3]=1.N(OCCC(C)C)=O. The catalyst is CN(C=O)C. The product is [N:3]1[C:4]2[CH2:5][CH2:6][C:7]3[CH:16]=[CH:15][CH:14]=[CH:13][C:8]=3[C:9](=[O:12])[C:10]=2[S:11][CH:2]=1. The yield is 0.520.